This data is from Reaction yield outcomes from USPTO patents with 853,638 reactions. The task is: Predict the reaction yield, written as a fraction of the theoretical maximum amount of product (1.0 means a 100% yield; for example, 0.34 means a 34% yield). (1) The reactants are C(O)(=O)C.[CH2:5]([O:9][C:10]1[CH:15]=[CH:14][C:13](/[CH:16]=[CH:17]/[N+:18]([O-:20])=[O:19])=[CH:12][CH:11]=1)[CH2:6][CH2:7][CH3:8].[BH4-].[Na+]. The catalyst is CS(C)=O. The product is [CH2:5]([O:9][C:10]1[CH:15]=[CH:14][C:13]([CH2:16][CH2:17][N+:18]([O-:20])=[O:19])=[CH:12][CH:11]=1)[CH2:6][CH2:7][CH3:8]. The yield is 0.760. (2) The yield is 0.0370. The catalyst is CN(C=O)C. The reactants are [F:1][CH:2]([CH2:12][CH2:13][N:14]1[CH:19]=[CH:18][C:17]([CH2:20][O:21][C:22]2[CH:27]=[CH:26][CH:25]=[CH:24][CH:23]=2)=[CH:16][C:15]1=[O:28])[CH2:3][N:4]1[CH:8]=[C:7]([C:9]([OH:11])=O)[N:6]=[N:5]1.[F:29][C:30]([F:41])([F:40])[O:31][C:32]1[CH:33]=[C:34]([CH2:38][NH2:39])[CH:35]=[CH:36][CH:37]=1.F[P-](F)(F)(F)(F)F.N1(O[P+](N(C)C)(N(C)C)N(C)C)C2C=CC=CC=2N=N1.CCN(C(C)C)C(C)C. The product is [F:1][CH:2]([CH2:12][CH2:13][N:14]1[CH:19]=[CH:18][C:17]([CH2:20][O:21][C:22]2[CH:27]=[CH:26][CH:25]=[CH:24][CH:23]=2)=[CH:16][C:15]1=[O:28])[CH2:3][N:4]1[CH:8]=[C:7]([C:9]([NH:39][CH2:38][C:34]2[CH:35]=[CH:36][CH:37]=[C:32]([O:31][C:30]([F:29])([F:40])[F:41])[CH:33]=2)=[O:11])[N:6]=[N:5]1. (3) The reactants are Cl.[CH3:2][N:3]1[CH2:8][CH2:7][CH2:6][CH:5]([CH2:9][O:10][C:11]2[CH:16]=[CH:15][C:14]([NH2:17])=[CH:13][CH:12]=2)[CH2:4]1.[Cl:18][C:19]1[CH:20]=[C:21]2[C:25](=[CH:26][CH:27]=1)[NH:24][C:23](=[O:28])[C:22]2=[CH:29]O.CCN(CC)CC. No catalyst specified. The product is [Cl:18][C:19]1[CH:20]=[C:21]2[C:25](=[CH:26][CH:27]=1)[NH:24][C:23](=[O:28])[C:22]2=[CH:29][NH:17][C:14]1[CH:13]=[CH:12][C:11]([O:10][CH2:9][CH:5]2[CH2:6][CH2:7][CH2:8][N:3]([CH3:2])[CH2:4]2)=[CH:16][CH:15]=1. The yield is 0.490. (4) The reactants are C(N(CC)CC)C.[CH2:8]([N:10]=[C:11]=[O:12])[CH3:9].[Cl:13][C:14]1[CH:19]=[CH:18][C:17]([O:20][C:21]2[CH:25]=[C:24]([CH3:26])[NH:23][N:22]=2)=[CH:16][C:15]=1[C:27]([F:30])([F:29])[F:28].Cl. The catalyst is C(OCC)(=O)C. The product is [CH2:8]([NH:10][C:11]([N:23]1[C:24]([CH3:26])=[CH:25][C:21]([O:20][C:17]2[CH:18]=[CH:19][C:14]([Cl:13])=[C:15]([C:27]([F:30])([F:28])[F:29])[CH:16]=2)=[N:22]1)=[O:12])[CH3:9]. The yield is 0.801. (5) The reactants are [F:1][C:2]1[CH:31]=[C:30]([N+:32]([O-])=O)[CH:29]=[CH:28][C:3]=1[O:4][C:5]1[CH:10]=[CH:9][N:8]=[C:7]2[CH:11]=[C:12]([C:14]3[N:19]=[CH:18][C:17]([CH2:20][N:21]4[C:25](=[O:26])[CH2:24][CH2:23][C:22]4=[O:27])=[CH:16][CH:15]=3)[S:13][C:6]=12.[NH4+].[Cl-]. The catalyst is CO.O.[Zn]. The product is [NH2:32][C:30]1[CH:29]=[CH:28][C:3]([O:4][C:5]2[CH:10]=[CH:9][N:8]=[C:7]3[CH:11]=[C:12]([C:14]4[N:19]=[CH:18][C:17]([CH2:20][N:21]5[C:22](=[O:27])[CH2:23][CH2:24][C:25]5=[O:26])=[CH:16][CH:15]=4)[S:13][C:6]=23)=[C:2]([F:1])[CH:31]=1. The yield is 0.850. (6) The reactants are [CH2:1]([O:8][C:9](=[O:17])[NH:10][C@H:11]([CH3:16])[CH2:12][CH2:13][CH:14]=[CH2:15])[C:2]1[CH:7]=[CH:6][CH:5]=[CH:4][CH:3]=1.[H-].[Na+].[CH2:20](Br)[CH:21]=[CH2:22].Cl. The catalyst is CN(C=O)C.O. The product is [CH2:1]([O:8][C:9](=[O:17])[N:10]([CH2:22][CH:21]=[CH2:20])[C@H:11]([CH3:16])[CH2:12][CH2:13][CH:14]=[CH2:15])[C:2]1[CH:7]=[CH:6][CH:5]=[CH:4][CH:3]=1. The yield is 0.950. (7) The reactants are [CH2:1]([OH:8])[C:2]1[CH:7]=[CH:6][CH:5]=[CH:4][CH:3]=1.[H-].[Na+].Cl[C:12]1[CH:17]=[C:16]([NH2:18])[CH:15]=[CH:14][N:13]=1.O. The catalyst is O1CCOCC1. The product is [CH2:1]([O:8][C:12]1[CH:17]=[C:16]([NH2:18])[CH:15]=[CH:14][N:13]=1)[C:2]1[CH:7]=[CH:6][CH:5]=[CH:4][CH:3]=1. The yield is 0.341. (8) The reactants are [C:1]([C:3]1[CH:4]=[C:5]([S:9]([N:12]2[C:16]([C:17]3[CH:22]=[CH:21][CH:20]=[CH:19][CH:18]=3)=[CH:15][C:14]([CH2:23][N:24]([CH3:32])[C:25](=[O:31])[O:26][C:27]([CH3:30])([CH3:29])[CH3:28])=[CH:13]2)(=[O:11])=[O:10])[CH:6]=[CH:7][CH:8]=1)#[N:2].[N-:33]=[N+:34]=[N-:35].[Na+].Cl.C(N(CC)CC)C.C1(C)C=CC=CC=1. The catalyst is C(OCC)(=O)C. The product is [CH3:32][N:24]([CH2:23][C:14]1[CH:15]=[C:16]([C:17]2[CH:22]=[CH:21][CH:20]=[CH:19][CH:18]=2)[N:12]([S:9]([C:5]2[CH:6]=[CH:7][CH:8]=[C:3]([C:1]3[NH:35][N:34]=[N:33][N:2]=3)[CH:4]=2)(=[O:10])=[O:11])[CH:13]=1)[C:25](=[O:31])[O:26][C:27]([CH3:28])([CH3:29])[CH3:30]. The yield is 0.160.